From a dataset of Reaction yield outcomes from USPTO patents with 853,638 reactions. Predict the reaction yield, written as a fraction of the theoretical maximum amount of product (1.0 means a 100% yield; for example, 0.34 means a 34% yield). (1) The reactants are C1(C)C=CC(S(C[N+:11]#[C-])(=O)=O)=CC=1.[C:14]([O:18][CH3:19])(=[O:17])[CH:15]=[CH2:16].C[C:21]([CH3:24])([O-])C.[K+]. The catalyst is O1CCCC1. The product is [NH:11]1[CH:21]=[CH:24][C:15]([C:14]([O:18][CH3:19])=[O:17])=[CH:16]1. The yield is 0.490. (2) The reactants are Cl.[NH2:2][CH2:3][C:4]1[CH:5]=[C:6]2[C:11](=[CH:12][CH:13]=1)[N:10]=[C:9]([CH3:14])[N:8]([CH:15]1[CH2:20][CH2:19][C:18](=[O:21])[NH:17][C:16]1=[O:22])[C:7]2=[O:23].[CH:24]1([C:27](Cl)=[O:28])[CH2:26][CH2:25]1.C(N(CC)C(C)C)(C)C. The catalyst is C(#N)C. The product is [O:22]=[C:16]1[CH:15]([N:8]2[C:7](=[O:23])[C:6]3[C:11](=[CH:12][CH:13]=[C:4]([CH2:3][NH:2][C:27]([CH:24]4[CH2:26][CH2:25]4)=[O:28])[CH:5]=3)[N:10]=[C:9]2[CH3:14])[CH2:20][CH2:19][C:18](=[O:21])[NH:17]1. The yield is 0.420.